Dataset: Reaction yield outcomes from USPTO patents with 853,638 reactions. Task: Predict the reaction yield, written as a fraction of the theoretical maximum amount of product (1.0 means a 100% yield; for example, 0.34 means a 34% yield). (1) The reactants are C(O[C:4]([C:6]1[S:10][C:9]2[CH:11]=[CH:12][C:13]([O:15][CH3:16])=[CH:14][C:8]=2[CH:7]=1)=[O:5])C.[CH2:17]([Mg]Br)[CH3:18].[CH2:21]1COC[CH2:22]1. No catalyst specified. The product is [CH3:16][O:15][C:13]1[CH:12]=[CH:11][C:9]2[S:10][C:6]([C:4]([OH:5])([CH2:17][CH3:18])[CH2:21][CH3:22])=[CH:7][C:8]=2[CH:14]=1. The yield is 0.970. (2) The reactants are [CH2:1]([N:3]([CH2:37][CH3:38])[CH2:4][CH2:5][CH2:6][NH:7][C:8]1[N:9]=[C:10]([C:27]2[CH:28]=[C:29]([CH:33]=[CH:34][C:35]=2[CH3:36])[C:30]([OH:32])=O)[C:11]2[CH:17]=[CH:16][C:15](=[O:18])[N:14]([C:19]3[C:24]([F:25])=[CH:23][CH:22]=[CH:21][C:20]=3[F:26])[C:12]=2[N:13]=1)[CH3:2].CN(C(ON1N=NC2C=CC=CC1=2)=[N+](C)C)C.F[P-](F)(F)(F)(F)F.[CH2:63]([NH2:67])[CH:64]([CH3:66])[CH3:65]. The catalyst is C(Cl)Cl. The product is [CH2:37]([N:3]([CH2:1][CH3:2])[CH2:4][CH2:5][CH2:6][NH:7][C:8]1[N:9]=[C:10]([C:27]2[CH:28]=[C:29]([CH:33]=[CH:34][C:35]=2[CH3:36])[C:30]([NH:67][CH2:63][CH:64]([CH3:66])[CH3:65])=[O:32])[C:11]2[CH:17]=[CH:16][C:15](=[O:18])[N:14]([C:19]3[C:20]([F:26])=[CH:21][CH:22]=[CH:23][C:24]=3[F:25])[C:12]=2[N:13]=1)[CH3:38]. The yield is 0.430. (3) The reactants are [H-].[Al+3].[Li+].[H-].[H-].[H-].C[O:8][C:9](=O)[C:10]1[CH:15]=[C:14]([C:16]([F:19])([F:18])[F:17])[CH:13]=[C:12]([N+:20]([O-:22])=[O:21])[CH:11]=1. The catalyst is O1CCCC1. The product is [F:17][C:16]([F:18])([F:19])[C:14]1[CH:13]=[C:12]([N+:20]([O-:22])=[O:21])[CH:11]=[C:10]([CH:15]=1)[CH2:9][OH:8]. The yield is 0.550. (4) The reactants are [Cl:1][C:2]1[CH:3]=[C:4]([C:9](=O)[CH2:10][C:11]2[CH:16]=[CH:15][CH:14]=[CH:13][CH:12]=2)[CH:5]=[C:6]([F:8])[CH:7]=1.[CH2:18]([O:20][C:21]1[CH:22]=[C:23]([CH:26]=[C:27]([N+:30]([O-:32])=[O:31])[C:28]=1[OH:29])[CH:24]=O)[CH3:19].[NH2:33][C:34]([NH2:36])=[O:35].Cl. The catalyst is CCO.CCOC(C)=O. The product is [Cl:1][C:2]1[CH:3]=[C:4]([C:9]2[NH:36][C:34](=[O:35])[NH:33][CH:24]([C:23]3[CH:26]=[C:27]([N+:30]([O-:32])=[O:31])[C:28]([OH:29])=[C:21]([O:20][CH2:18][CH3:19])[CH:22]=3)[C:10]=2[C:11]2[CH:16]=[CH:15][CH:14]=[CH:13][CH:12]=2)[CH:5]=[C:6]([F:8])[CH:7]=1. The yield is 0.580. (5) The reactants are I[C:2]1[C:11]2[C:6](=[CH:7][CH:8]=[CH:9][CH:10]=2)[CH:5]=[CH:4][CH:3]=1.[CH2:12]([OH:15])[C:13]#[CH:14].C(N(CC)CC)C. The catalyst is O1CCCC1.[Cu](I)I.C1C=CC(P(C2C=CC=CC=2)C2C=CC=CC=2)=CC=1.C1C=CC(P(C2C=CC=CC=2)C2C=CC=CC=2)=CC=1.Cl[Pd]Cl. The product is [C:2]1([C:14]#[C:13][CH2:12][OH:15])[C:11]2[C:6](=[CH:7][CH:8]=[CH:9][CH:10]=2)[CH:5]=[CH:4][CH:3]=1. The yield is 0.490. (6) The reactants are [C:1]1([CH2:7][C:8](Cl)=[O:9])[CH:6]=[CH:5][CH:4]=[CH:3][CH:2]=1.[S-:11][C:12]#[N:13].[K+].[NH2:15][C:16]1[CH:36]=[CH:35][C:19]([O:20][C:21]2[CH:26]=[CH:25][N:24]=[C:23]([NH:27][C:28]([N:30]3[CH2:34][CH2:33][CH2:32][CH2:31]3)=[O:29])[CH:22]=2)=[C:18]([Cl:37])[CH:17]=1.C(OCC)C. The catalyst is C(#N)C. The product is [Cl:37][C:18]1[CH:17]=[C:16]([NH:15][C:12]([NH:13][C:8](=[O:9])[CH2:7][C:1]2[CH:6]=[CH:5][CH:4]=[CH:3][CH:2]=2)=[S:11])[CH:36]=[CH:35][C:19]=1[O:20][C:21]1[CH:26]=[CH:25][N:24]=[C:23]([NH:27][C:28]([N:30]2[CH2:31][CH2:32][CH2:33][CH2:34]2)=[O:29])[CH:22]=1. The yield is 0.360. (7) The reactants are [O:1]1[CH2:6][CH2:5][CH2:4][CH2:3][CH:2]1[O:7][NH:8][C:9]([C:11]1[CH:12]=[C:13]2[C:18](=[CH:19][CH:20]=1)[CH2:17][NH:16][CH2:15][CH2:14]2)=[O:10].[CH:21]1[CH:26]=[C:25]2[C:27]([CH2:30][C:31](O)=[O:32])=[CH:28][NH:29][C:24]2=[CH:23][CH:22]=1.C1C=CC2N(O)N=NC=2C=1.CCN(CC)CC. The catalyst is CN(C=O)C.C(Cl)CCl. The product is [NH:29]1[C:24]2[C:25](=[CH:26][CH:21]=[CH:22][CH:23]=2)[C:27]([CH2:30][C:31]([N:16]2[CH2:15][CH2:14][C:13]3[C:18](=[CH:19][CH:20]=[C:11]([C:9]([NH:8][O:7][CH:2]4[CH2:3][CH2:4][CH2:5][CH2:6][O:1]4)=[O:10])[CH:12]=3)[CH2:17]2)=[O:32])=[CH:28]1. The yield is 0.570. (8) The reactants are [CH3:1][O:2][CH:3]=[CH:4][C:5]#[N:6].CO.Cl.[N:10](OCCCC)=[O:11].[C:17](=O)([O-])[OH:18].[Na+]. The product is [CH3:1][O:2][CH:3]([O:18][CH3:17])[C:4](=[N:10][OH:11])[C:5]#[N:6]. The catalyst is CO.C(O)CCC. The yield is 0.500.